Dataset: Catalyst prediction with 721,799 reactions and 888 catalyst types from USPTO. Task: Predict which catalyst facilitates the given reaction. (1) Reactant: C[N:2]1[CH:7]=[C:6]([N+]([O-])=O)[CH:5]=[C:4]([N+:11]([O-:13])=[O:12])[C:3]1=O.[C:15]1(=O)[CH2:21][CH2:20]CC[CH2:17][CH2:16]1.N. Product: [N+:11]([C:4]1[CH:5]=[C:6]2[CH2:20][CH2:21][CH2:15][CH2:16][CH2:17][C:7]2=[N:2][CH:3]=1)([O-:13])=[O:12]. The catalyst class is: 5. (2) Reactant: [CH3:1][O:2][C:3]1[CH:8]=[CH:7][N:6]=[C:5]([NH:9][C:10](=[O:16])[O:11][C:12]([CH3:15])([CH3:14])[CH3:13])[CH:4]=1.[CH2:17]([Li])CCC.CCCCCC.IC.[Cl-].[NH4+]. Product: [CH3:1][O:2][C:3]1[CH:8]=[CH:7][N:6]=[C:5]([NH:9][C:10](=[O:16])[O:11][C:12]([CH3:13])([CH3:15])[CH3:14])[C:4]=1[CH3:17]. The catalyst class is: 1. (3) Reactant: [CH:1]([CH:3]([CH:9]=O)[C:4]([O:6][CH2:7][CH3:8])=[O:5])=O.[NH2:11][NH:12][C:13]([NH2:15])=[S:14].Br[CH2:17][C:18]([C:20]1[CH:25]=[CH:24][C:23]([Cl:26])=[C:22]([Cl:27])[CH:21]=1)=O. Product: [Cl:27][C:22]1[CH:21]=[C:20]([C:18]2[N:15]=[C:13]([N:12]3[CH:9]=[C:3]([C:4]([O:6][CH2:7][CH3:8])=[O:5])[CH:1]=[N:11]3)[S:14][CH:17]=2)[CH:25]=[CH:24][C:23]=1[Cl:26]. The catalyst class is: 8. (4) Reactant: [CH2:1]([N:3]([CH:27]1[CH2:32][CH2:31][O:30][CH2:29][CH2:28]1)[C:4]1[C:5]([CH3:26])=[C:6]([C:23]([OH:25])=O)[CH:7]=[C:8]([C:10]2[CH:15]=[CH:14][C:13]([CH2:16][N:17]3[CH2:22][CH2:21][O:20][CH2:19][CH2:18]3)=[CH:12][CH:11]=2)[CH:9]=1)[CH3:2].[CH3:33][O:34][C:35]1[N:39]([CH3:40])[N:38]=[C:37]([CH3:41])[C:36]=1[CH2:42][NH2:43].C(N(CC)CC)C.C1CN([P+](ON2N=NC3C=CC=CC2=3)(N2CCCC2)N2CCCC2)CC1.F[P-](F)(F)(F)(F)F. Product: [CH2:1]([N:3]([CH:27]1[CH2:32][CH2:31][O:30][CH2:29][CH2:28]1)[C:4]1[C:5]([CH3:26])=[C:6]([C:23]([NH:43][CH2:42][C:36]2[C:37]([CH3:41])=[N:38][N:39]([CH3:40])[C:35]=2[O:34][CH3:33])=[O:25])[CH:7]=[C:8]([C:10]2[CH:15]=[CH:14][C:13]([CH2:16][N:17]3[CH2:18][CH2:19][O:20][CH2:21][CH2:22]3)=[CH:12][CH:11]=2)[CH:9]=1)[CH3:2]. The catalyst class is: 16. (5) Reactant: [CH3:1][S:2]([C:5]1[CH:10]=[CH:9][C:8]([C:11]2[S:15][C:14]([NH2:16])=[N:13][C:12]=2[CH3:17])=[CH:7][CH:6]=1)(=[O:4])=[O:3].CN(C(ON1N=NC2C=CC=NC1=2)=[N+](C)C)C.F[P-](F)(F)(F)(F)F.[N:42]1([CH2:47][C:48](O)=[O:49])[CH:46]=[N:45][N:44]=[N:43]1.C(N(CC)CC)C. Product: [CH3:1][S:2]([C:5]1[CH:6]=[CH:7][C:8]([C:11]2[S:15][C:14]([NH:16][C:48](=[O:49])[CH2:47][N:42]3[CH:46]=[N:45][N:44]=[N:43]3)=[N:13][C:12]=2[CH3:17])=[CH:9][CH:10]=1)(=[O:3])=[O:4]. The catalyst class is: 2. (6) Reactant: [CH3:1][N:2]1[C:6]([C:7](=[N:19][O:20][CH2:21][C:22]2[N:23]=[C:24]([NH2:27])[S:25][CH:26]=2)[C:8]2[CH:13]=[CH:12][C:11]([CH3:14])=[C:10]([C:15]([F:18])([F:17])[F:16])[CH:9]=2)=[N:5][N:4]=[N:3]1.N1C=CC=CC=1.[C:34](Cl)(=[O:41])[O:35][CH2:36][CH2:37][CH2:38][CH2:39][CH3:40]. Product: [CH2:36]([O:35][C:34](=[O:41])[NH:27][C:24]1[S:25][CH:26]=[C:22]([CH2:21][O:20][N:19]=[C:7]([C:6]2[N:2]([CH3:1])[N:3]=[N:4][N:5]=2)[C:8]2[CH:13]=[CH:12][C:11]([CH3:14])=[C:10]([C:15]([F:18])([F:17])[F:16])[CH:9]=2)[N:23]=1)[CH2:37][CH2:38][CH2:39][CH3:40]. The catalyst class is: 4. (7) Reactant: [OH:1][CH2:2][C:3]([CH2:8][OH:9])([CH2:6][OH:7])[CH2:4][OH:5].[H-].[Na+].S(C1C=CC(C)=CC=1)(O[CH2:16][CH2:17][CH:18]([CH2:20][CH2:21][CH2:22][CH:23]([CH2:25][CH2:26][CH2:27][CH:28]([CH2:30][CH2:31][CH2:32][CH:33]([CH3:35])[CH3:34])[CH3:29])[CH3:24])[CH3:19])(=O)=O. Product: [CH3:19][CH:18]([CH2:20][CH2:21][CH2:22][CH:23]([CH3:24])[CH2:25][CH2:26][CH2:27][CH:28]([CH3:29])[CH2:30][CH2:31][CH2:32][CH:33]([CH3:35])[CH3:34])[CH2:17][CH2:16][O:1][CH2:2][C:3]([CH2:8][OH:9])([CH2:6][OH:7])[CH2:4][OH:5]. The catalyst class is: 3.